Dataset: Full USPTO retrosynthesis dataset with 1.9M reactions from patents (1976-2016). Task: Predict the reactants needed to synthesize the given product. (1) Given the product [CH3:1][N:2]1[CH:6]=[C:5]([NH:7][C:8]2[N:9]=[CH:10][C:11]3[N:21]=[N:27][N:14]([C:15]4[CH:16]=[N:17][N:18]([CH3:20])[CH:19]=4)[C:12]=3[N:13]=2)[CH:4]=[N:3]1, predict the reactants needed to synthesize it. The reactants are: [CH3:1][N:2]1[CH:6]=[C:5]([NH:7][C:8]2[N:13]=[C:12]([NH:14][C:15]3[CH:16]=[N:17][N:18]([CH3:20])[CH:19]=3)[C:11]([NH2:21])=[CH:10][N:9]=2)[CH:4]=[N:3]1.S(=O)(=O)(O)O.[N:27]([O-])=O.[Na+]. (2) Given the product [CH2:1]([N:8]([CH2:19][C:20]1[CH:33]=[CH:32][C:23]([O:24][C:25]2[CH:26]=[C:27]([CH:28]=[CH:29][CH:30]=2)[O:31][CH2:35][CH2:36][C:37]([O:39][CH2:40][CH3:41])=[O:38])=[CH:22][CH:21]=1)[C:9]1[CH:14]=[CH:13][CH:12]=[C:11]([N+:15]([O-:17])=[O:16])[C:10]=1[CH3:18])[C:2]1[CH:3]=[CH:4][CH:5]=[CH:6][CH:7]=1, predict the reactants needed to synthesize it. The reactants are: [CH2:1]([N:8]([CH2:19][C:20]1[CH:33]=[CH:32][C:23]([O:24][C:25]2[CH:26]=[C:27]([OH:31])[CH:28]=[CH:29][CH:30]=2)=[CH:22][CH:21]=1)[C:9]1[CH:14]=[CH:13][CH:12]=[C:11]([N+:15]([O-:17])=[O:16])[C:10]=1[CH3:18])[C:2]1[CH:7]=[CH:6][CH:5]=[CH:4][CH:3]=1.Br[CH2:35][CH2:36][C:37]([O:39][CH2:40][CH3:41])=[O:38]. (3) Given the product [F:1][C:2]1[CH:3]=[CH:4][C:5]([C:8](=[C:16]2[CH2:17][C:18]([CH3:25])([CH3:24])[CH2:19][C:20]([CH3:23])([CH3:22])[CH2:21]2)[C:9]2[CH:14]=[CH:13][C:12]([O:15][CH2:33][CH2:34][CH2:35][C:36]([O:38][CH2:39][CH3:40])=[O:37])=[CH:11][CH:10]=2)=[CH:6][CH:7]=1, predict the reactants needed to synthesize it. The reactants are: [F:1][C:2]1[CH:7]=[CH:6][C:5]([C:8](=[C:16]2[CH2:21][C:20]([CH3:23])([CH3:22])[CH2:19][C:18]([CH3:25])([CH3:24])[CH2:17]2)[C:9]2[CH:14]=[CH:13][C:12]([OH:15])=[CH:11][CH:10]=2)=[CH:4][CH:3]=1.C([O-])([O-])=O.[K+].[K+].Br[CH2:33][CH2:34][CH2:35][C:36]([O:38][CH2:39][CH3:40])=[O:37]. (4) Given the product [NH2:1][C:2]1[CH:7]=[CH:6][C:5]([N:8]2[CH2:13][CH2:12][C:11]3[C:14]([C:25]([NH2:33])=[O:27])=[N:15][N:16]([C:17]4[CH:22]=[CH:21][C:20]([O:23][CH3:24])=[CH:19][CH:18]=4)[C:10]=3[C:9]2=[O:30])=[CH:4][CH:3]=1, predict the reactants needed to synthesize it. The reactants are: [NH2:1][C:2]1[CH:7]=[CH:6][C:5]([N:8]2[CH2:13][CH2:12][C:11]3[C:14]([C:25]([O:27]CC)=O)=[N:15][N:16]([C:17]4[CH:22]=[CH:21][C:20]([O:23][CH3:24])=[CH:19][CH:18]=4)[C:10]=3[C:9]2=[O:30])=[CH:4][CH:3]=1.C([NH2:33])=O.C[O-].[Na+].CO. (5) Given the product [C:9]([C:11]1[CH:12]=[CH:13][C:14]([S:17]([NH:1][CH2:2][C:3]2[CH:8]=[CH:7][N:6]=[CH:5][CH:4]=2)(=[O:19])=[O:18])=[CH:15][CH:16]=1)#[N:10], predict the reactants needed to synthesize it. The reactants are: [NH2:1][CH2:2][C:3]1[CH:8]=[CH:7][N:6]=[CH:5][CH:4]=1.[C:9]([C:11]1[CH:16]=[CH:15][C:14]([S:17](Cl)(=[O:19])=[O:18])=[CH:13][CH:12]=1)#[N:10].Cl.